Dataset: Catalyst prediction with 721,799 reactions and 888 catalyst types from USPTO. Task: Predict which catalyst facilitates the given reaction. (1) Reactant: [CH3:1][C:2]([N:6]1[Si:10]([CH3:12])([CH3:11])[CH2:9][CH2:8][Si:7]1([CH3:14])[CH3:13])([CH3:5])[C:3]#[CH:4].[CH2:15]([Li])CCC.[OH2:20]. Product: [CH3:5][C:2]([N:6]1[Si:7]([CH3:14])([CH3:13])[CH2:8][CH2:9][Si:10]1([CH3:11])[CH3:12])([CH3:1])[C:3]#[C:4][CH2:15][OH:20]. The catalyst class is: 1. (2) Reactant: [C:1](=[O:4])([O-])[O-].[K+].[K+].C(O[C:11]1[CH:12]=[C:13]([C:17]2[CH:22]=[C:21]([C:23](=[O:32])[NH:24][C:25]3[CH:26]=[N:27][C:28](Br)=[CH:29][CH:30]=3)[CH:20]=[CH:19][C:18]=2[O:33][CH3:34])[CH:14]=[CH:15][CH:16]=1)(=O)C. Product: [OH:33][C:18]1[CH:19]=[CH:20][C:21]([C:28]2[N:27]=[CH:26][C:25]([NH:24][C:23]([C:21]3[CH:22]=[C:17]([C:13]4[CH:14]=[CH:15][CH:16]=[C:11]([O:4][CH3:1])[CH:12]=4)[C:18]([O:33][CH3:34])=[CH:19][CH:20]=3)=[O:32])=[CH:30][CH:29]=2)=[CH:22][CH:17]=1. The catalyst class is: 75. (3) Reactant: [F:1][C:2]([F:42])([F:41])[C:3]1[CH:4]=[C:5]([N:11]2[C:15](=[O:16])[C@:14]3([CH2:20][CH2:19][O:18][CH2:17]3)[N:13]([C:21]3[CH:38]=[CH:37][C:24]([C:25]([N:27](C)[CH2:28]OCC[Si](C)(C)C)=[O:26])=[C:23]([F:39])[CH:22]=3)[C:12]2=[S:40])[CH:6]=[CH:7][C:8]=1[C:9]#[N:10].FC(F)(F)C(O)=O. Product: [F:42][C:2]([F:1])([F:41])[C:3]1[CH:4]=[C:5]([N:11]2[C:15](=[O:16])[C@:14]3([CH2:20][CH2:19][O:18][CH2:17]3)[N:13]([C:21]3[CH:38]=[CH:37][C:24]([C:25]([NH:27][CH3:28])=[O:26])=[C:23]([F:39])[CH:22]=3)[C:12]2=[S:40])[CH:6]=[CH:7][C:8]=1[C:9]#[N:10]. The catalyst class is: 2.